This data is from Peptide-MHC class II binding affinity with 134,281 pairs from IEDB. The task is: Regression. Given a peptide amino acid sequence and an MHC pseudo amino acid sequence, predict their binding affinity value. This is MHC class II binding data. (1) The peptide sequence is AVGLFIRLLGGESDA. The MHC is DRB1_1101 with pseudo-sequence DRB1_1101. The binding affinity (normalized) is 0.702. (2) The binding affinity (normalized) is 0.686. The MHC is DRB1_1301 with pseudo-sequence DRB1_1301. The peptide sequence is SRMSMAMGTMAGCGY. (3) The peptide sequence is FTLGRDGHEKPMNVQ. The MHC is DRB1_0701 with pseudo-sequence DRB1_0701. The binding affinity (normalized) is 0. (4) The peptide sequence is MPRSIGGPVSSHNHI. The MHC is HLA-DQA10201-DQB10303 with pseudo-sequence HLA-DQA10201-DQB10303. The binding affinity (normalized) is 0.548. (5) The peptide sequence is EKKYFAATQFEPLAP. The MHC is HLA-DPA10103-DPB10601 with pseudo-sequence HLA-DPA10103-DPB10601. The binding affinity (normalized) is 0.930. (6) The peptide sequence is AASGADGTYDITKLG. The MHC is HLA-DQA10101-DQB10501 with pseudo-sequence HLA-DQA10101-DQB10501. The binding affinity (normalized) is 0.155.